From a dataset of Full USPTO retrosynthesis dataset with 1.9M reactions from patents (1976-2016). Predict the reactants needed to synthesize the given product. (1) Given the product [F:18][C:19]1[CH:20]=[C:21]2[C:25](=[CH:26][CH:27]=1)[N:24]([NH:28][C:15]([C:11]1[C:12]([CH3:14])=[N:13][C:8]([C:4]3[CH:5]=[CH:6][CH:7]=[C:2]([F:1])[CH:3]=3)=[N:9][CH:10]=1)=[O:17])[CH:23]=[C:22]2[CH2:29][CH2:30][C:31]1[CH:32]=[N:33][CH:34]=[CH:35][CH:36]=1, predict the reactants needed to synthesize it. The reactants are: [F:1][C:2]1[CH:3]=[C:4]([C:8]2[N:13]=[C:12]([CH3:14])[C:11]([C:15]([OH:17])=O)=[CH:10][N:9]=2)[CH:5]=[CH:6][CH:7]=1.[F:18][C:19]1[CH:20]=[C:21]2[C:25](=[CH:26][CH:27]=1)[N:24]([NH2:28])[CH:23]=[C:22]2[CH2:29][CH2:30][C:31]1[CH:32]=[N:33][CH:34]=[CH:35][CH:36]=1.C[N+]1(C2N=C(OC)N=C(OC)N=2)CCOCC1.[Cl-]. (2) Given the product [CH:25]1([C@@H:31]([NH:33][C:2]2[S:3][C:4]3[CH:10]=[C:9]([CH2:11][N:12]4[C:16]5[CH:17]=[C:18]([O:23][CH3:24])[C:19]([O:21][CH3:22])=[CH:20][C:15]=5[N:14]=[CH:13]4)[CH:8]=[CH:7][C:5]=3[N:6]=2)[CH3:32])[CH2:30][CH2:29][CH2:28][CH2:27][CH2:26]1, predict the reactants needed to synthesize it. The reactants are: Br[C:2]1[S:3][C:4]2[CH:10]=[C:9]([CH2:11][N:12]3[C:16]4[CH:17]=[C:18]([O:23][CH3:24])[C:19]([O:21][CH3:22])=[CH:20][C:15]=4[N:14]=[CH:13]3)[CH:8]=[CH:7][C:5]=2[N:6]=1.[CH:25]1([C@@H:31]([NH2:33])[CH3:32])[CH2:30][CH2:29][CH2:28][CH2:27][CH2:26]1.CCN(C(C)C)C(C)C. (3) The reactants are: [CH2:1]=[CH:2][C:3]1[CH:8]=[CH:7][CH:6]=[CH:5][CH:4]=1.C=C.C=CC1C=CC=CC=1.C(C1C=CC=CC=1[C:23]([OH:25])=[O:24])=C. Given the product [CH:2]([C:3]1[CH:8]=[CH:7][C:6]([C:23]([OH:25])=[O:24])=[CH:5][CH:4]=1)=[CH2:1], predict the reactants needed to synthesize it. (4) Given the product [CH3:19][O:20][CH2:21][C@H:22]1[CH2:26][CH2:25][CH2:24][N:23]1[C:27]1[N:32]=[CH:31][C:30]([NH:33][C:12]([C:10]2[N:11]=[C:7]([C:1]3[CH:2]=[CH:3][CH:4]=[CH:5][CH:6]=3)[O:8][C:9]=2[C:15]([F:18])([F:17])[F:16])=[O:14])=[CH:29][CH:28]=1, predict the reactants needed to synthesize it. The reactants are: [C:1]1([C:7]2[O:8][C:9]([C:15]([F:18])([F:17])[F:16])=[C:10]([C:12]([OH:14])=O)[N:11]=2)[CH:6]=[CH:5][CH:4]=[CH:3][CH:2]=1.[CH3:19][O:20][CH2:21][C@H:22]1[CH2:26][CH2:25][CH2:24][N:23]1[C:27]1[N:32]=[CH:31][C:30]([NH2:33])=[CH:29][CH:28]=1. (5) Given the product [CH3:3][C:4]1([C:9]2[S:13][C:12]([CH2:14][N:25]3[CH:24]=[C:23]([N+:20]([O-:22])=[O:21])[CH:27]=[N:26]3)=[N:11][CH:10]=2)[O:5][CH2:6][CH2:7][O:8]1, predict the reactants needed to synthesize it. The reactants are: N#N.[CH3:3][C:4]1([C:9]2[S:13][C:12]([CH2:14]OS(C)(=O)=O)=[N:11][CH:10]=2)[O:8][CH2:7][CH2:6][O:5]1.[N+:20]([C:23]1[CH:24]=[N:25][NH:26][CH:27]=1)([O-:22])=[O:21].C([O-])([O-])=O.[K+].[K+].[Br-].